Dataset: Forward reaction prediction with 1.9M reactions from USPTO patents (1976-2016). Task: Predict the product of the given reaction. (1) The product is: [O:52]=[C:51]([N:53]1[CH2:54][CH2:55][N:56]([C:59](=[O:70])[C:60]2[CH:65]=[CH:64][CH:63]=[CH:62][C:61]=2[C:66]([F:69])([F:68])[F:67])[CH2:57][CH2:58]1)[CH2:50][NH:49][C:24]([C:21]1[CH:20]=[C:19]([C:17]2[CH:16]=[CH:15][C:14]3[O:10][CH2:11][O:12][C:13]=3[CH:18]=2)[NH:23][N:22]=1)=[O:26]. Given the reactants CCN(C(C)C)C(C)C.[O:10]1[C:14]2[CH:15]=[CH:16][C:17]([C:19]3[NH:23][N:22]=[C:21]([C:24]([OH:26])=O)[CH:20]=3)=[CH:18][C:13]=2[O:12][CH2:11]1.C1C=CC2N(O)N=NC=2C=1.CCN=C=NCCCN(C)C.Cl.[NH2:49][CH2:50][C:51]([N:53]1[CH2:58][CH2:57][N:56]([C:59](=[O:70])[C:60]2[CH:65]=[CH:64][CH:63]=[CH:62][C:61]=2[C:66]([F:69])([F:68])[F:67])[CH2:55][CH2:54]1)=[O:52], predict the reaction product. (2) The product is: [CH2:35]([N:25]([C:20]1[CH:21]=[C:22]2[C:17](=[CH:18][CH:19]=1)[CH2:16][NH:15][CH2:24][CH2:23]2)[S:26]([C:29]1[CH:33]=[CH:32][N:31]([CH3:34])[N:30]=1)(=[O:28])=[O:27])[C:36]1[CH:37]=[CH:38][CH:39]=[CH:40][CH:41]=1. Given the reactants FC(F)(F)C(O)=O.C(OC([N:15]1[CH2:24][CH2:23][C:22]2[C:17](=[CH:18][CH:19]=[C:20]([N:25]([CH2:35][C:36]3[CH:41]=[CH:40][CH:39]=[CH:38][CH:37]=3)[S:26]([C:29]3[CH:33]=[CH:32][N:31]([CH3:34])[N:30]=3)(=[O:28])=[O:27])[CH:21]=2)[CH2:16]1)=O)(C)(C)C, predict the reaction product.